This data is from Full USPTO retrosynthesis dataset with 1.9M reactions from patents (1976-2016). The task is: Predict the reactants needed to synthesize the given product. (1) Given the product [CH:32]1([CH2:31][O:30][C:28](=[O:29])[N:23]([CH2:24][CH:25]2[CH2:27][CH2:26]2)[C:22]2[S:21][C:20]([CH3:35])=[N:19][C:18]=2[C:16](=[O:15])[NH:8][C:6]2[CH:5]=[CH:4][N:3]=[C:2]([CH3:1])[N:7]=2)[CH2:33][CH2:34]1, predict the reactants needed to synthesize it. The reactants are: [CH3:1][C:2]1[N:7]=[C:6]([NH2:8])[CH:5]=[CH:4][N:3]=1.C[Al](C)C.C([O:15][C:16]([C:18]1[N:19]=[C:20]([CH3:35])[S:21][C:22]=1[N:23]([C:28]([O:30][CH2:31][CH:32]1[CH2:34][CH2:33]1)=[O:29])[CH2:24][CH:25]1[CH2:27][CH2:26]1)=O)C.S([O-])([O-])(=O)=O.[Na+].[Na+]. (2) The reactants are: [CH2:1]([N:8]1[C:16]2[C:11](=[CH:12][CH:13]=[C:14]([C:17]([O:19][CH2:20][CH3:21])=[O:18])[CH:15]=2)[C:10]([C:22]([OH:24])=O)=[C:9]1[CH:25]([CH3:27])[CH3:26])[C:2]1[CH:7]=[CH:6][CH:5]=[CH:4][CH:3]=1.C(Cl)CCl.[F:32][C:33]1[CH:34]=[C:35]([CH2:39][NH2:40])[CH:36]=[N:37][CH:38]=1. Given the product [CH2:1]([N:8]1[C:16]2[C:11](=[CH:12][CH:13]=[C:14]([C:17]([O:19][CH2:20][CH3:21])=[O:18])[CH:15]=2)[C:10]([C:22](=[O:24])[NH:40][CH2:39][C:35]2[CH:36]=[N:37][CH:38]=[C:33]([F:32])[CH:34]=2)=[C:9]1[CH:25]([CH3:27])[CH3:26])[C:2]1[CH:7]=[CH:6][CH:5]=[CH:4][CH:3]=1, predict the reactants needed to synthesize it.